Dataset: Forward reaction prediction with 1.9M reactions from USPTO patents (1976-2016). Task: Predict the product of the given reaction. (1) Given the reactants [CH3:1][O:2][C:3](=[O:13])[NH:4][C:5]1[CH:10]=[CH:9][C:8]([Br:11])=[C:7]([F:12])[CH:6]=1.[I:14]([O-])(=O)(=O)=O.[Na+].S(=O)(=O)(O)O, predict the reaction product. The product is: [CH3:1][O:2][C:3](=[O:13])[NH:4][C:5]1[CH:6]=[C:7]([F:12])[C:8]([Br:11])=[CH:9][C:10]=1[I:14]. (2) Given the reactants [CH3:1][N:2]1[CH:6]=[CH:5][C:4]([C:7]2[N:12]=[C:11]([NH:13][CH2:14][C:15](OC)=[O:16])[C:10]([N+:19]([O-])=O)=[CH:9][CH:8]=2)=[N:3]1.O1CCCC1, predict the reaction product. The product is: [CH3:1][N:2]1[CH:6]=[CH:5][C:4]([C:7]2[CH:8]=[CH:9][C:10]3[NH:19][C:15](=[O:16])[CH2:14][NH:13][C:11]=3[N:12]=2)=[N:3]1. (3) Given the reactants Cl[C:2]1[CH:7]=[C:6]([C:8]2[CH:13]=[CH:12][CH:11]=[C:10]([Cl:14])[C:9]=2[CH3:15])[N:5]=[C:4]([NH2:16])[N:3]=1.[NH:17]1[C:25]2[C:20](=[CH:21][CH:22]=[CH:23][CH:24]=2)[C:19]([CH2:26][CH:27]([NH2:29])[CH3:28])=[CH:18]1, predict the reaction product. The product is: [Cl:14][C:10]1[C:9]([CH3:15])=[C:8]([C:6]2[N:5]=[C:4]([NH2:16])[N:3]=[C:2]([NH:29][CH:27]([CH3:28])[CH2:26][C:19]3[C:20]4[C:25](=[CH:24][CH:23]=[CH:22][CH:21]=4)[NH:17][CH:18]=3)[CH:7]=2)[CH:13]=[CH:12][CH:11]=1. (4) Given the reactants Cl.[NH:2]1[CH2:5][CH2:4][CH2:3]1.C(O[CH:10]1[C@H:15]([N:16]=[C:17]=[S:18])[C@@H:14]([O:19][C:20](=[O:22])[CH3:21])[C@H:13]([O:23][C:24](=[O:26])[CH3:25])[C@@H:12]([CH2:27][O:28][C:29](=[O:31])[CH3:30])[O:11]1)(=O)C.C(N(CC)CC)C, predict the reaction product. The product is: [C:24]([O:23][C@@H:13]1[C@@H:12]([CH2:27][O:28][C:29](=[O:31])[CH3:30])[O:11][C@H:10]2[C@H:15]([N:16]=[C:17]([N:2]3[CH2:5][CH2:4][CH2:3]3)[S:18]2)[C@H:14]1[O:19][C:20](=[O:22])[CH3:21])(=[O:26])[CH3:25]. (5) The product is: [CH3:15][O:14][C:11]([C:8]1[NH:7][C:6](=[O:16])[C:5]([CH:2]([NH:1][C:22]([CH:17]2[CH2:21][CH2:20][CH2:19][CH2:18]2)=[O:23])[CH2:3][CH3:4])=[N:10][N:9]=1)([CH3:13])[CH3:12]. Given the reactants [NH2:1][CH:2]([C:5]1[C:6](=[O:16])[NH:7][C:8]([C:11]([O:14][CH3:15])([CH3:13])[CH3:12])=[N:9][N:10]=1)[CH2:3][CH3:4].[CH:17]1([C:22](Cl)=[O:23])[CH2:21][CH2:20][CH2:19][CH2:18]1, predict the reaction product.